From a dataset of Reaction yield outcomes from USPTO patents with 853,638 reactions. Predict the reaction yield, written as a fraction of the theoretical maximum amount of product (1.0 means a 100% yield; for example, 0.34 means a 34% yield). (1) The reactants are [CH3:1][O:2][C:3]1[CH:4]=[C:5]([CH:30]=[CH:31][C:32]=1[O:33][CH3:34])[CH2:6][NH:7][C:8]1[N:13]2[N:14]=[C:15]([C:17]3[O:18][CH:19]=[CH:20][CH:21]=3)[N:16]=[C:12]2[CH:11]=[C:10]([C:22]2[CH:27]=[CH:26][C:25]([CH:28]=[O:29])=[CH:24][CH:23]=2)[N:9]=1.[OH2:35].[OH-].[Na+].Cl. The catalyst is C(O)C.[N+]([O-])([O-])=O.[Ag+]. The product is [CH3:1][O:2][C:3]1[CH:4]=[C:5]([CH:30]=[CH:31][C:32]=1[O:33][CH3:34])[CH2:6][NH:7][C:8]1[N:13]2[N:14]=[C:15]([C:17]3[O:18][CH:19]=[CH:20][CH:21]=3)[N:16]=[C:12]2[CH:11]=[C:10]([C:22]2[CH:27]=[CH:26][C:25]([C:28]([OH:35])=[O:29])=[CH:24][CH:23]=2)[N:9]=1. The yield is 0.810. (2) The product is [CH3:16][O:13][C:12]([C:9]1([C:6]2[CH:5]=[CH:4][C:3]([O:2][CH3:1])=[CH:8][CH:7]=2)[CH2:10][CH2:11]1)=[O:14]. The reactants are [CH3:1][O:2][C:3]1[CH:8]=[CH:7][C:6]([C:9]2([C:12]([OH:14])=[O:13])[CH2:11][CH2:10]2)=[CH:5][CH:4]=1.O.[C:16]1(C)C=CC(S(O)(=O)=O)=CC=1. The catalyst is CO. The yield is 0.990. (3) The reactants are Br[C:2]1[CH:7]=[CH:6][C:5]([C:8]([F:11])([F:10])[F:9])=[CH:4][N:3]=1.[CH3:12][O:13][C:14]1[CH:19]=[C:18](B2OC(C)(C)C(C)(C)O2)[CH:17]=[CH:16][N:15]=1. No catalyst specified. The product is [CH3:12][O:13][C:14]1[CH:19]=[C:18]([C:2]2[CH:7]=[CH:6][C:5]([C:8]([F:11])([F:10])[F:9])=[CH:4][N:3]=2)[CH:17]=[CH:16][N:15]=1. The yield is 0.620. (4) The reactants are [NH2:1][C:2]1[N:6]([CH3:7])[C:5](=[O:8])[C:4]([C:15]2[CH:16]=[C:17]([C:21]3[CH:26]=[CH:25][CH:24]=[CH:23][CH:22]=3)[CH:18]=[CH:19][CH:20]=2)([C:9]2[CH:14]=[CH:13][N:12]=[CH:11][CH:10]=2)[N:3]=1.[ClH:27]. The catalyst is C(O)C.O=[Pt]=O. The product is [ClH:27].[ClH:27].[NH2:1][C:2]1[N:6]([CH3:7])[C:5](=[O:8])[C:4]([C:15]2[CH:16]=[C:17]([C:21]3[CH:26]=[CH:25][CH:24]=[CH:23][CH:22]=3)[CH:18]=[CH:19][CH:20]=2)([CH:9]2[CH2:14][CH2:13][NH:12][CH2:11][CH2:10]2)[N:3]=1. The yield is 0.590. (5) The reactants are B(Br)(Br)Br.C[O:6][C:7]1[C:16]2[CH:15]=[C:14]([O:17]C)[C:13]([O:19]C)=[C:12]([C:21]([NH:23][CH2:24][CH:25]([C:27]3[CH:32]=[CH:31][CH:30]=[CH:29][CH:28]=3)[CH3:26])=[O:22])[C:11]=2[CH:10]=[C:9]([CH3:33])[C:8]=1[C:34]1[C:43]([CH3:44])=[CH:42][C:41]2[C:40]([C:45]([NH:47][CH2:48][CH:49]([C:51]3[CH:56]=[CH:55][CH:54]=[CH:53][CH:52]=3)[CH3:50])=[O:46])=[C:39]([O:57]C)[C:38]([O:59]C)=[CH:37][C:36]=2[C:35]=1[O:61]C.Cl. The catalyst is C(Cl)Cl. The product is [OH:6][C:7]1[C:16]2[CH:15]=[C:14]([OH:17])[C:13]([OH:19])=[C:12]([C:21]([NH:23][CH2:24][CH:25]([C:27]3[CH:32]=[CH:31][CH:30]=[CH:29][CH:28]=3)[CH3:26])=[O:22])[C:11]=2[CH:10]=[C:9]([CH3:33])[C:8]=1[C:34]1[C:43]([CH3:44])=[CH:42][C:41]2[C:40]([C:45]([NH:47][CH2:48][CH:49]([C:51]3[CH:52]=[CH:53][CH:54]=[CH:55][CH:56]=3)[CH3:50])=[O:46])=[C:39]([OH:57])[C:38]([OH:59])=[CH:37][C:36]=2[C:35]=1[OH:61]. The yield is 0.720. (6) The reactants are Br[C:2]1[CH:3]=[C:4]([CH:10]=[CH:11][N:12]=1)[C:5]([O:7][CH2:8][CH3:9])=[O:6].C([O-])(=O)C.[K+].Br[CH2:19][C:20]1[CH:21]=[C:22]2[C:27](=[CH:28][CH:29]=1)[N:26]=[C:25]([C:30]#[N:31])[CH:24]=[CH:23]2.C(=O)([O-])[O-].[Na+].[Na+]. The catalyst is O1CCOCC1.C1C=CC(P(C2C=CC=CC=2)[C-]2C=CC=C2)=CC=1.C1C=CC(P(C2C=CC=CC=2)[C-]2C=CC=C2)=CC=1.Cl[Pd]Cl.[Fe+2]. The product is [C:30]([C:25]1[CH:24]=[CH:23][C:22]2[C:27](=[CH:28][CH:29]=[C:20]([CH2:19][C:2]3[CH:3]=[C:4]([CH:10]=[CH:11][N:12]=3)[C:5]([O:7][CH2:8][CH3:9])=[O:6])[CH:21]=2)[N:26]=1)#[N:31]. The yield is 0.260. (7) The reactants are [CH3:1][O:2][C:3](=[O:8])[CH2:4][C:5](Cl)=[O:6].[F:9][C:10]1[CH:11]=[C:12]([CH:22]=[CH:23][CH:24]=1)[CH2:13][O:14][C:15]1[CH:20]=[CH:19][C:18]([NH2:21])=[CH:17][CH:16]=1.Cl. The catalyst is ClCCl.N1C=CC=CC=1.O. The product is [CH3:1][O:2][C:3](=[O:8])[CH2:4][C:5]([NH:21][C:18]1[CH:17]=[CH:16][C:15]([O:14][CH2:13][C:12]2[CH:22]=[CH:23][CH:24]=[C:10]([F:9])[CH:11]=2)=[CH:20][CH:19]=1)=[O:6]. The yield is 0.190. (8) The reactants are [F:1][C:2]1[CH:7]=[CH:6][C:5]([CH2:8][CH2:9][N:10]2[CH2:15][CH2:14][C@H:13]([CH3:16])[C@H:12]([CH2:17][NH2:18])[CH2:11]2)=[CH:4][CH:3]=1.C1([O:25][C:26](=O)[NH:27][C:28]2[CH:33]=[CH:32][CH:31]=[C:30]([C:34]3[N:38]([CH3:39])[N:37]=[N:36][N:35]=3)[CH:29]=2)C=CC=CC=1.C(N(CC)CC)C. The catalyst is CN(C)C=O. The product is [CH3:39][N:38]1[C:34]([C:30]2[CH:29]=[C:28]([NH:27][C:26]([NH:18][CH2:17][C@H:12]3[C@@H:13]([CH3:16])[CH2:14][CH2:15][N:10]([CH2:9][CH2:8][C:5]4[CH:6]=[CH:7][C:2]([F:1])=[CH:3][CH:4]=4)[CH2:11]3)=[O:25])[CH:33]=[CH:32][CH:31]=2)=[N:35][N:36]=[N:37]1. The yield is 0.750.